This data is from Forward reaction prediction with 1.9M reactions from USPTO patents (1976-2016). The task is: Predict the product of the given reaction. (1) Given the reactants [Cl:1][C:2]1[CH:7]=[CH:6][CH:5]=[C:4]([F:8])[C:3]=1[C@@H:9]1[CH2:11][C@H:10]1[CH:12]([NH:14][O:15][CH3:16])[CH3:13].C(N(CC)CC)C.[F:24][CH:25]([F:35])[C:26]1[C:30]([C:31](Cl)=[O:32])=[CH:29][N:28]([CH3:34])[N:27]=1, predict the reaction product. The product is: [Cl:1][C:2]1[CH:7]=[CH:6][CH:5]=[C:4]([F:8])[C:3]=1[C@@H:9]1[CH2:11][C@H:10]1[CH:12]([N:14]([O:15][CH3:16])[C:31]([C:30]1[C:26]([CH:25]([F:35])[F:24])=[N:27][N:28]([CH3:34])[CH:29]=1)=[O:32])[CH3:13]. (2) Given the reactants [Br:1][C:2]1[CH:3]=[C:4]2[C:8](=[CH:9][CH:10]=1)[C:7](=[O:11])[C:6](=[C:12]1[CH:17]=[CH:16][NH:15][CH:14]=[CH:13]1)[C:5]2=O.O.[NH2:20][NH2:21], predict the reaction product. The product is: [O:11]=[C:7]1[C:8]2[C:4](=[CH:3][C:2]([Br:1])=[CH:10][CH:9]=2)[C:5]([CH2:6][C:12]2[CH:17]=[CH:16][N:15]=[CH:14][CH:13]=2)=[N:21][NH:20]1. (3) Given the reactants [F-:1].[Cs+].[CH2:3]([Sn:7](C1SC=CC=1)([CH2:12][CH2:13][CH2:14][CH3:15])[CH2:8][CH2:9][CH2:10][CH3:11])[CH2:4][CH2:5][CH3:6].ClCCl, predict the reaction product. The product is: [Sn:7]([F:1])([CH2:12][CH2:13][CH2:14][CH3:15])([CH2:8][CH2:9][CH2:10][CH3:11])[CH2:3][CH2:4][CH2:5][CH3:6]. (4) Given the reactants C[CH:2]([CH3:15])[CH2:3][NH:4][C:5]1[CH:14]=[CH:13][C:8]2[N:9]=[C:10]([SH:12])[S:11][C:7]=2[CH:6]=1.[CH:16](N(CC)C(C)C)(C)C.Cl[C:26]([O:28][C:29]1[CH:34]=[CH:33][C:32]([Cl:35])=[CH:31][CH:30]=1)=[O:27], predict the reaction product. The product is: [SH:12][C:10]1[S:11][C:7]2[CH:6]=[C:5]([N:4]([CH:3]([CH3:16])[CH2:2][CH3:15])[C:26](=[O:27])[O:28][C:29]3[CH:34]=[CH:33][C:32]([Cl:35])=[CH:31][CH:30]=3)[CH:14]=[CH:13][C:8]=2[N:9]=1. (5) The product is: [Cl:24][C:20]1[CH:19]=[C:18]2[C:23]([C:14]([N:11]3[CH2:10][CH2:9][N:8]([C:6]([NH:46][C:43]4[CH:44]=[CH:45][C:40]([F:39])=[CH:41][CH:42]=4)=[O:7])[CH2:13][CH2:12]3)=[CH:15][C:16]([C:25]([O:27][CH2:28][CH3:29])=[O:26])=[N:17]2)=[CH:22][CH:21]=1. Given the reactants C(O[C:6]([N:8]1[CH2:13][CH2:12][N:11]([C:14]2[C:23]3[C:18](=[CH:19][C:20]([Cl:24])=[CH:21][CH:22]=3)[N:17]=[C:16]([C:25]([O:27][CH2:28][CH3:29])=[O:26])[CH:15]=2)[CH2:10][CH2:9]1)=[O:7])(C)(C)C.FC(F)(F)C(O)=O.[OH-].[Na+].[F:39][C:40]1[CH:45]=[CH:44][C:43]([N:46]=C=O)=[CH:42][CH:41]=1, predict the reaction product.